From a dataset of Forward reaction prediction with 1.9M reactions from USPTO patents (1976-2016). Predict the product of the given reaction. (1) Given the reactants [O:1]1[CH2:6][CH2:5][N:4]([CH2:7][CH2:8][C:9]2[N:10]=[CH:11][C:12]3[CH:17]=[CH:16][S:15][C:13]=3[N:14]=2)[CH2:3][CH2:2]1.[Br:18]Br, predict the reaction product. The product is: [Br:18][C:16]1[S:15][C:13]2[N:14]=[C:9]([CH2:8][CH2:7][N:4]3[CH2:5][CH2:6][O:1][CH2:2][CH2:3]3)[N:10]=[CH:11][C:12]=2[CH:17]=1. (2) Given the reactants [NH2:1][C:2]1[CH:7]=[CH:6][C:5]([NH:8][C:9](=[O:14])[C:10]([CH3:13])([CH3:12])[CH3:11])=[C:4]([CH3:15])[CH:3]=1.[Cl:16][C:17]1[CH:32]=[CH:31][C:20]([O:21][C:22]2[N:26]([CH3:27])[N:25]=[C:24]([CH3:28])[C:23]=2[CH:29]=O)=[CH:19][CH:18]=1.C([BH3-])#N.[Na+].C(O)(=O)C, predict the reaction product. The product is: [Cl:16][C:17]1[CH:32]=[CH:31][C:20]([O:21][C:22]2[N:26]([CH3:27])[N:25]=[C:24]([CH3:28])[C:23]=2[CH2:29][NH:1][C:2]2[CH:7]=[CH:6][C:5]([NH:8][C:9](=[O:14])[C:10]([CH3:11])([CH3:12])[CH3:13])=[C:4]([CH3:15])[CH:3]=2)=[CH:19][CH:18]=1. (3) Given the reactants CCN(C(C)C)C(C)C.[C:10]1([C:16]2[NH:20][N:19]=[C:18]([C:21]([NH:23][CH2:24][C:25]([OH:27])=O)=[O:22])[CH:17]=2)[CH:15]=[CH:14][CH:13]=[CH:12][CH:11]=1.C1C=CC2N(O)N=NC=2C=1.CCN=C=NCCCN(C)C.Cl.Cl.Cl.[F:52][C:53]1[CH:58]=[CH:57][C:56]([NH:59][CH:60]2[CH2:65][CH2:64][NH:63][CH2:62][CH2:61]2)=[C:55]([C:66]([F:69])([F:68])[F:67])[CH:54]=1.Cl.Cl.N1CCC(NC2C=CC=CC=2C(F)(F)F)CC1, predict the reaction product. The product is: [F:52][C:53]1[CH:58]=[CH:57][C:56]([NH:59][CH:60]2[CH2:61][CH2:62][N:63]([C:25](=[O:27])[CH2:24][NH:23][C:21]([C:18]3[CH:17]=[C:16]([C:10]4[CH:11]=[CH:12][CH:13]=[CH:14][CH:15]=4)[NH:20][N:19]=3)=[O:22])[CH2:64][CH2:65]2)=[C:55]([C:66]([F:69])([F:67])[F:68])[CH:54]=1. (4) Given the reactants Br[C:2]1[C:7]([CH:8]([F:10])[F:9])=[CH:6][N:5]=[C:4]([Cl:11])[CH:3]=1.B1(B2OC(C)(C)C(C)(C)O2)OC(C)(C)C(C)(C)O1.C(Cl)Cl.CC([O-])=O.[K+].Br[C:39]1[S:40][C:41]2[C:47]([C:48]3[CH:53]=[CH:52][C:51]([Cl:54])=[CH:50][CH:49]=3)=[C:46]([C@H:55]([O:61][C:62]([CH3:65])([CH3:64])[CH3:63])[C:56]([O:58][CH2:59][CH3:60])=[O:57])[C:45]([CH3:66])=[CH:44][C:42]=2[N:43]=1.C([O-])([O-])=O.[K+].[K+], predict the reaction product. The product is: [C:62]([O:61][C@@H:55]([C:46]1[C:45]([CH3:66])=[CH:44][C:42]2[N:43]=[C:39]([C:2]3[C:7]([CH:8]([F:10])[F:9])=[CH:6][N:5]=[C:4]([Cl:11])[CH:3]=3)[S:40][C:41]=2[C:47]=1[C:48]1[CH:49]=[CH:50][C:51]([Cl:54])=[CH:52][CH:53]=1)[C:56]([O:58][CH2:59][CH3:60])=[O:57])([CH3:63])([CH3:64])[CH3:65]. (5) Given the reactants [C:1]([O:5][C:6]([CH:8]1[CH2:14][CH2:13][C:12]2[CH:15]=[CH:16][C:17]([O:19][CH3:20])=[CH:18][C:11]=2[N:10]([CH2:21][CH3:22])[C:9]1=[O:23])=[O:7])([CH3:4])([CH3:3])[CH3:2].[Br:24]N1C(=O)CCC1=O, predict the reaction product. The product is: [Br:24][C:16]1[C:17]([O:19][CH3:20])=[CH:18][C:11]2[N:10]([CH2:21][CH3:22])[C:9](=[O:23])[CH:8]([C:6]([O:5][C:1]([CH3:4])([CH3:3])[CH3:2])=[O:7])[CH2:14][CH2:13][C:12]=2[CH:15]=1. (6) Given the reactants [O:1]1[CH2:6][CH2:5][N:4]([C:7]2[CH:18]=[CH:17][C:10]([C:11]([O:13]C(C)C)=[O:12])=[CH:9][N:8]=2)[CH2:3][CH2:2]1.Cl, predict the reaction product. The product is: [O:1]1[CH2:6][CH2:5][N:4]([C:7]2[CH:18]=[CH:17][C:10]([C:11]([OH:13])=[O:12])=[CH:9][N:8]=2)[CH2:3][CH2:2]1. (7) Given the reactants Cl.[Cl:2][C:3]1[CH:13]=[C:12]([O:14]C(=O)C)[C:11]([O:18][CH3:19])=[CH:10][C:4]=1[CH2:5][NH:6]C(=O)C, predict the reaction product. The product is: [ClH:2].[Cl:2][C:3]1[CH:13]=[C:12]([OH:14])[C:11]([O:18][CH3:19])=[CH:10][C:4]=1[CH2:5][NH2:6]. (8) The product is: [Cl:1][C:2]1[CH:3]=[C:4]([S:9]([NH:12][C:13]2[CH:14]=[N:15][CH:16]=[C:17]([Cl:20])[C:18]=2[OH:19])(=[O:11])=[O:10])[CH:5]=[CH:6][C:7]=1[O:28][C:29]([F:32])([F:31])[F:30]. Given the reactants [Cl:1][C:2]1[CH:3]=[C:4]([S:9]([NH:12][C:13]2[CH:14]=[N:15][CH:16]=[C:17]([Cl:20])[C:18]=2[OH:19])(=[O:11])=[O:10])[CH:5]=[C:6](Cl)[CH:7]=1.ClC1C=C(S(Cl)(=O)=O)C=CC=1[O:28][C:29]([F:32])([F:31])[F:30].ClC1C=C(S(Cl)(=O)=O)C=C(Cl)C=1, predict the reaction product. (9) Given the reactants [F:1][C:2]([F:25])([F:24])[C:3]1[CH:4]=[C:5]([C:13]2[N:17]=[CH:16][N:15]([CH2:18][C:19](=[CH2:23])[C:20]([OH:22])=O)[N:14]=2)[CH:6]=[C:7]([C:9]([F:12])([F:11])[F:10])[CH:8]=1.Cl.[F:27][C:28]1([F:32])[CH2:31][NH:30][CH2:29]1.C(P1(=O)OP(CCC)(=O)OP(CCC)(=O)O1)CC.CCN(C(C)C)C(C)C, predict the reaction product. The product is: [F:12][C:9]([F:11])([F:10])[C:7]1[CH:6]=[C:5]([C:13]2[N:17]=[CH:16][N:15]([CH2:18][C:19](=[CH2:23])[C:20]([N:30]3[CH2:31][C:28]([F:32])([F:27])[CH2:29]3)=[O:22])[N:14]=2)[CH:4]=[C:3]([C:2]([F:25])([F:1])[F:24])[CH:8]=1.